This data is from CYP3A4 inhibition data for predicting drug metabolism from PubChem BioAssay. The task is: Regression/Classification. Given a drug SMILES string, predict its absorption, distribution, metabolism, or excretion properties. Task type varies by dataset: regression for continuous measurements (e.g., permeability, clearance, half-life) or binary classification for categorical outcomes (e.g., BBB penetration, CYP inhibition). Dataset: cyp3a4_veith. (1) The compound is N#CCCn1cc(/C=N/O)c(-c2ccc(Cl)cc2)n1. The result is 1 (inhibitor). (2) The molecule is O[C@H](COc1ccccc1)CN1CCCCC1. The result is 0 (non-inhibitor). (3) The drug is Cc1ccc(Oc2coc3cc(OC(=O)c4cccs4)ccc3c2=O)cc1. The result is 1 (inhibitor). (4) The molecule is COc1ccccc1NCc1nnc(SCC(=O)N/N=C/c2ccco2)n1-c1ccc(Cl)cc1Cl. The result is 1 (inhibitor). (5) The drug is Cc1cc(NS(=O)(=O)c2ccc(N)cc2)no1. The result is 0 (non-inhibitor). (6) The drug is C[C@H](C[C@H](N)C(=O)O)C(=O)O. The result is 0 (non-inhibitor). (7) The drug is CCNc1ncc2nc(-c3cccs3)c(=O)n(Cc3ccc(F)cc3)c2n1. The result is 1 (inhibitor). (8) The result is 0 (non-inhibitor). The compound is CCOC(=O)N1CCN(C(=O)c2ccc(NC(C)=O)cc2)CC1.